From a dataset of Reaction yield outcomes from USPTO patents with 853,638 reactions. Predict the reaction yield, written as a fraction of the theoretical maximum amount of product (1.0 means a 100% yield; for example, 0.34 means a 34% yield). The reactants are [Br:1][C:2]1[C:3](Cl)=[N:4][CH:5]=[C:6]([CH3:8])[CH:7]=1.[O-:10][CH2:11][CH3:12].[Na+]. The catalyst is C(O)C.O. The product is [Br:1][C:2]1[C:3]([O:10][CH2:11][CH3:12])=[N:4][CH:5]=[C:6]([CH3:8])[CH:7]=1. The yield is 0.720.